This data is from NCI-60 drug combinations with 297,098 pairs across 59 cell lines. The task is: Regression. Given two drug SMILES strings and cell line genomic features, predict the synergy score measuring deviation from expected non-interaction effect. (1) Drug 1: CS(=O)(=O)C1=CC(=C(C=C1)C(=O)NC2=CC(=C(C=C2)Cl)C3=CC=CC=N3)Cl. Drug 2: CS(=O)(=O)OCCCCOS(=O)(=O)C. Cell line: 786-0. Synergy scores: CSS=19.9, Synergy_ZIP=-1.20, Synergy_Bliss=1.25, Synergy_Loewe=3.30, Synergy_HSA=4.06. (2) Drug 1: CN1CCC(CC1)COC2=C(C=C3C(=C2)N=CN=C3NC4=C(C=C(C=C4)Br)F)OC. Drug 2: C1CCC(CC1)NC(=O)N(CCCl)N=O. Cell line: HS 578T. Synergy scores: CSS=15.7, Synergy_ZIP=17.9, Synergy_Bliss=18.7, Synergy_Loewe=9.97, Synergy_HSA=12.8.